This data is from Reaction yield outcomes from USPTO patents with 853,638 reactions. The task is: Predict the reaction yield, written as a fraction of the theoretical maximum amount of product (1.0 means a 100% yield; for example, 0.34 means a 34% yield). (1) No catalyst specified. The yield is 0.860. The product is [F:13][S:14]([F:23])([F:24])([F:25])([F:26])[C:15]1[CH:16]=[CH:17][C:18]([N:5]=[N+:6]=[N-:7])=[CH:19][CH:20]=1. The reactants are C[Si]([N:5]=[N+:6]=[N-:7])(C)C.F[B-](F)(F)F.[F:13][S:14]([F:26])([F:25])([F:24])([F:23])[C:15]1[CH:20]=[CH:19][C:18]([N+]#N)=[CH:17][CH:16]=1. (2) The reactants are [CH3:1][N:2]1[CH2:7][CH2:6][N:5]([C@@H:8]([CH3:36])[CH2:9][O:10][C:11]2[CH:16]=[CH:15][C:14]([CH:17]3[CH2:22][CH2:21][N:20]([C:23]4[CH:24]=[CH:25][C:26]5[N:27]([C:29]([C:32]([F:35])([F:34])[F:33])=[N:30][N:31]=5)[N:28]=4)[CH2:19][CH2:18]3)=[CH:13][CH:12]=2)[CH2:4][C:3]1=[O:37].C([O-])=O.[NH4+]. The catalyst is C(O)C.[Pd]. The product is [CH3:1][N:2]1[CH2:7][CH2:6][N:5]([C@@H:8]([CH3:36])[CH2:9][O:10][C:11]2[CH:16]=[CH:15][C:14]([CH:17]3[CH2:22][CH2:21][N:20]([C:23]4[CH2:24][CH2:25][C:26]5[N:27]([C:29]([C:32]([F:35])([F:34])[F:33])=[N:30][N:31]=5)[N:28]=4)[CH2:19][CH2:18]3)=[CH:13][CH:12]=2)[CH2:4][C:3]1=[O:37]. The yield is 0.448. (3) The yield is 0.630. The reactants are [Cl:1][C:2]1[CH:7]=[CH:6][C:5]([O:8][C:9]2[CH:27]=[CH:26][C:12]([O:13][CH2:14][C@@H:15]3[CH2:19][CH2:18][CH2:17][N:16]3[CH2:20][CH2:21][CH2:22][C:23]([OH:25])=[O:24])=[CH:11][CH:10]=2)=[CH:4][CH:3]=1.[C:28]1([S:34]([OH:37])(=[O:36])=[O:35])[CH:33]=[CH:32][CH:31]=[CH:30][CH:29]=1. The product is [C:28]1([S:34]([OH:37])(=[O:36])=[O:35])[CH:33]=[CH:32][CH:31]=[CH:30][CH:29]=1.[Cl:1][C:2]1[CH:3]=[CH:4][C:5]([O:8][C:9]2[CH:27]=[CH:26][C:12]([O:13][CH2:14][C@@H:15]3[CH2:19][CH2:18][CH2:17][N:16]3[CH2:20][CH2:21][CH2:22][C:23]([OH:25])=[O:24])=[CH:11][CH:10]=2)=[CH:6][CH:7]=1. The catalyst is CCOCC. (4) The yield is 0.500. The product is [F:13][C:14]1[CH:26]=[CH:25][C:17]([CH2:18][N:19]2[CH2:24][CH2:23][N:22]([C:10]([C:2]3[N:1]=[C:6]([C:7]([O:9][CH3:27])=[O:8])[CH:5]=[CH:4][CH:3]=3)=[O:12])[CH2:21][CH2:20]2)=[CH:16][CH:15]=1. The reactants are [N:1]1[C:6]([C:7]([OH:9])=[O:8])=[CH:5][CH:4]=[CH:3][C:2]=1[C:10]([OH:12])=O.[F:13][C:14]1[CH:26]=[CH:25][C:17]([CH2:18][N:19]2[CH2:24][CH2:23][NH:22][CH2:21][CH2:20]2)=[CH:16][CH:15]=1.[CH2:27](N(CC)CC)C.CN(C(ON1N=NC2C=CC=NC1=2)=[N+](C)C)C.F[P-](F)(F)(F)(F)F. The catalyst is O1CCCC1.CO.C[Si](C=[N+]=[N-])(C)C.CCCCCC. (5) The reactants are [Br:1][C:2]1[C:3]([OH:17])=[C:4]2[C:9](=[CH:10][CH:11]=1)[N:8]([C:12]([O:14][CH3:15])=[O:13])[C@@H:7]([CH3:16])[CH2:6][CH2:5]2.Br[CH2:19][CH2:20][CH3:21].CC(C)([O-])C.[K+].O. The catalyst is CN(C=O)C. The product is [Br:1][C:2]1[C:3]([O:17][CH2:19][CH2:20][CH3:21])=[C:4]2[C:9](=[CH:10][CH:11]=1)[N:8]([C:12]([O:14][CH3:15])=[O:13])[C@@H:7]([CH3:16])[CH2:6][CH2:5]2. The yield is 0.960.